Task: Binary Classification. Given a drug SMILES string, predict its activity (active/inactive) in a high-throughput screening assay against a specified biological target.. Dataset: M1 muscarinic receptor antagonist screen with 61,756 compounds (1) The compound is O(C(=O)c1cc(NC(=O)c2occc2)ccc1)CC. The result is 0 (inactive). (2) The drug is O=C(Nc1c(cc(cc1C)C)C)C1N(CCCC1)CCCC. The result is 0 (inactive). (3) The drug is O=C1N(C(=O)CC1N(CCCC)C(=O)CCC(O)=O)c1ccc(OCCC)cc1. The result is 0 (inactive).